From a dataset of Full USPTO retrosynthesis dataset with 1.9M reactions from patents (1976-2016). Predict the reactants needed to synthesize the given product. (1) The reactants are: O[CH2:2][C:3]1([CH2:16][CH:17]=[CH2:18])[CH2:8][CH2:7][N:6]([C:9]([O:11][C:12]([CH3:15])([CH3:14])[CH3:13])=[O:10])[CH2:5][CH2:4]1.[CH2:19]([N:21](CC)CC)C.CS(Cl)(=O)=O.[C-]#N.[K+]. Given the product [C:19]([CH2:2][C:3]1([CH2:16][CH:17]=[CH2:18])[CH2:8][CH2:7][N:6]([C:9]([O:11][C:12]([CH3:15])([CH3:14])[CH3:13])=[O:10])[CH2:5][CH2:4]1)#[N:21], predict the reactants needed to synthesize it. (2) Given the product [F:1][C:2]1[CH:7]=[CH:6][C:5]([S:8][CH2:9][C:10]2[CH:15]=[CH:14][N:13]([C:16]3[CH:21]=[CH:20][C:19]([O:22][CH2:23][C:42]([OH:37])([CH3:34])[CH3:41])=[C:18]([O:31][CH3:32])[CH:17]=3)[C:12](=[O:33])[CH:11]=2)=[CH:4][CH:3]=1, predict the reactants needed to synthesize it. The reactants are: [F:1][C:2]1[CH:7]=[CH:6][C:5]([S:8][CH2:9][C:10]2[CH:15]=[CH:14][N:13]([C:16]3[CH:21]=[CH:20][C:19]([O:22][CH2:23]OCC[Si](C)(C)C)=[C:18]([O:31][CH3:32])[CH:17]=3)[C:12](=[O:33])[CH:11]=2)=[CH:4][CH:3]=1.[CH3:34]O.Cl.[O:37]1[CH2:42][CH2:41]OCC1. (3) Given the product [F:26][C:14]1[C:13]([CH:11]([C:8]2[N:6]3[N:7]=[C:2]([N:32]4[CH2:33][CH2:34][NH:29][C:30](=[O:35])[CH2:31]4)[CH:3]=[CH:4][C:5]3=[N:10][CH:9]=2)[CH3:12])=[C:21]([F:22])[CH:20]=[C:19]2[C:15]=1[CH:16]=[N:17][N:18]2[CH:23]([CH3:25])[CH3:24], predict the reactants needed to synthesize it. The reactants are: Cl[C:2]1[CH:3]=[CH:4][C:5]2[N:6]([C:8]([CH:11]([C:13]3[C:14]([F:26])=[C:15]4[C:19](=[CH:20][C:21]=3[F:22])[N:18]([CH:23]([CH3:25])[CH3:24])[N:17]=[CH:16]4)[CH3:12])=[CH:9][N:10]=2)[N:7]=1.[F-].[K+].[NH:29]1[CH2:34][CH2:33][NH:32][CH2:31][C:30]1=[O:35]. (4) Given the product [CH2:1]([C:8]1[CH:9]=[N:10][C:11]2[C:16]([C:17]=1[C:18]1[CH:23]=[CH:22][CH:21]=[C:20]([C:32]#[C:31][Si:30]([CH3:47])([CH3:46])[CH3:29])[CH:19]=1)=[CH:15][CH:14]=[CH:13][C:12]=2[C:25]([F:28])([F:27])[F:26])[C:2]1[CH:7]=[CH:6][CH:5]=[CH:4][CH:3]=1, predict the reactants needed to synthesize it. The reactants are: [CH2:1]([C:8]1[CH:9]=[N:10][C:11]2[C:16]([C:17]=1[C:18]1[CH:23]=[CH:22][CH:21]=[C:20](Br)[CH:19]=1)=[CH:15][CH:14]=[CH:13][C:12]=2[C:25]([F:28])([F:27])[F:26])[C:2]1[CH:7]=[CH:6][CH:5]=[CH:4][CH:3]=1.[CH3:29][Si:30]([CH3:47])([CH3:46])[C:31]#[C:32][Sn](CCCC)(CCCC)CCCC. (5) Given the product [NH2:21][C:11]1[N:10]([C:4]2[CH:5]=[CH:6][C:7]([O:8][CH3:9])=[C:2]([F:1])[CH:3]=2)[C:22](=[O:25])[CH:23]=[CH:24][C:12]=1[C:13](=[O:20])[C:14]1[CH:15]=[CH:16][CH:17]=[CH:18][CH:19]=1, predict the reactants needed to synthesize it. The reactants are: [F:1][C:2]1[CH:3]=[C:4]([NH:10][C:11](=[NH:21])[CH2:12][C:13](=[O:20])[C:14]2[CH:19]=[CH:18][CH:17]=[CH:16][CH:15]=2)[CH:5]=[CH:6][C:7]=1[O:8][CH3:9].[C:22](OC)(=[O:25])[C:23]#[CH:24].C(OCC)C. (6) Given the product [CH3:1][C:2]1[C:6]2[CH:7]=[C:8]3[C:13]4([C:21]5[C:16](=[CH:17][CH:18]=[CH:19][CH:20]=5)[N:15]([CH2:26][C:27]5[CH:28]=[CH:29][C:30]([C:33](=[O:37])[CH2:34][C:35]#[N:36])=[CH:31][CH:32]=5)[C:14]4=[O:22])[CH2:12][O:11][C:9]3=[CH:10][C:5]=2[O:4][N:3]=1, predict the reactants needed to synthesize it. The reactants are: [CH3:1][C:2]1[C:6]2[CH:7]=[C:8]3[C:13]4([C:21]5[C:16](=[CH:17][CH:18]=[CH:19][CH:20]=5)[NH:15][C:14]4=[O:22])[CH2:12][O:11][C:9]3=[CH:10][C:5]=2[O:4][N:3]=1.[H-].[Na+].Br[CH2:26][C:27]1[CH:32]=[CH:31][C:30]([C:33]2[O:37][N:36]=[CH:35][CH:34]=2)=[CH:29][CH:28]=1.O.